Dataset: Full USPTO retrosynthesis dataset with 1.9M reactions from patents (1976-2016). Task: Predict the reactants needed to synthesize the given product. Given the product [Cl:1][C:2]1[N:3]=[CH:4][N:5]=[C:6]([O:8][C:9]2[CH:10]=[CH:11][C:12]([NH:15][C:16]([NH:32][C:24]3[CH:25]=[C:26]([C:28]([F:29])([F:30])[F:31])[CH:27]=[C:22]([CH2:21][N:19]([CH3:20])[CH3:18])[CH:23]=3)=[O:17])=[CH:13][CH:14]=2)[CH:7]=1, predict the reactants needed to synthesize it. The reactants are: [Cl:1][C:2]1[CH:7]=[C:6]([O:8][C:9]2[CH:14]=[CH:13][C:12]([N:15]=[C:16]=[O:17])=[CH:11][CH:10]=2)[N:5]=[CH:4][N:3]=1.[CH3:18][N:19]([CH2:21][C:22]1[CH:23]=[C:24]([NH2:32])[CH:25]=[C:26]([C:28]([F:31])([F:30])[F:29])[CH:27]=1)[CH3:20].